Dataset: Full USPTO retrosynthesis dataset with 1.9M reactions from patents (1976-2016). Task: Predict the reactants needed to synthesize the given product. (1) Given the product [Cl:11][C:6]1[CH:7]=[CH:8][CH:9]=[CH:10][C:5]=1[CH:4]([O:12][CH:13]1[CH2:18][CH2:17][N:16]([C:33]([NH:32][C:26]2[CH:27]=[CH:28][C:29]([O:30][CH3:31])=[C:24]([Cl:23])[CH:25]=2)=[O:34])[CH2:15][CH2:14]1)[C:3]1[CH:19]=[CH:20][CH:21]=[CH:22][C:2]=1[Cl:1], predict the reactants needed to synthesize it. The reactants are: [Cl:1][C:2]1[CH:22]=[CH:21][CH:20]=[CH:19][C:3]=1[CH:4]([O:12][CH:13]1[CH2:18][CH2:17][NH:16][CH2:15][CH2:14]1)[C:5]1[CH:10]=[CH:9][CH:8]=[CH:7][C:6]=1[Cl:11].[Cl:23][C:24]1[CH:25]=[C:26]([N:32]=[C:33]=[O:34])[CH:27]=[CH:28][C:29]=1[O:30][CH3:31].C(N(CC)CC)C. (2) The reactants are: [CH3:1][O:2][C:3](=[O:17])[C:4]1[CH:9]=[CH:8][C:7]([CH2:10][N:11](C=O)[CH:12]=[O:13])=[N:6][C:5]=1[Cl:16].O.C(O)=O. Given the product [CH3:1][O:2][C:3](=[O:17])[C:4]1[CH:9]=[CH:8][C:7]([CH2:10][NH:11][CH:12]=[O:13])=[N:6][C:5]=1[Cl:16], predict the reactants needed to synthesize it. (3) Given the product [Cl:8][C:9]1[CH:10]=[C:11]([C@H:15]([OH:17])[CH3:16])[CH:12]=[CH:13][CH:14]=1, predict the reactants needed to synthesize it. The reactants are: C([O-])=O.[K+].C(O)=O.[Cl:8][C:9]1[CH:10]=[C:11]([C:15](=[O:17])[CH3:16])[CH:12]=[CH:13][CH:14]=1. (4) Given the product [CH3:24][S:25]([NH:1][C:2]1[CH:3]=[C:4]2[C:8](=[CH:9][CH:10]=1)[C:7](=[O:11])[N:6]([CH2:12][C:13]([O:15][CH2:16][C:17]1[CH:18]=[CH:19][CH:20]=[CH:21][CH:22]=1)=[O:14])[C:5]2=[O:23])(=[O:27])=[O:26], predict the reactants needed to synthesize it. The reactants are: [NH2:1][C:2]1[CH:3]=[C:4]2[C:8](=[CH:9][CH:10]=1)[C:7](=[O:11])[N:6]([CH2:12][C:13]([O:15][CH2:16][C:17]1[CH:22]=[CH:21][CH:20]=[CH:19][CH:18]=1)=[O:14])[C:5]2=[O:23].[CH3:24][S:25](Cl)(=[O:27])=[O:26]. (5) Given the product [Br:1][C:8]12[CH2:7][C:6]3([C:15]([OH:17])=[O:16])[CH2:12][C:10]([CH3:13])([CH2:11][C:4]([CH3:3])([CH2:5]3)[CH2:14]1)[CH2:9]2, predict the reactants needed to synthesize it. The reactants are: [Br:1]Br.[CH3:3][C:4]12[CH2:14][CH:8]3[CH2:9][C:10]([CH3:13])([CH2:12][C:6]([C:15]([OH:17])=[O:16])([CH2:7]3)[CH2:5]1)[CH2:11]2.Cl.[O-]S([O-])=O.[Na+].[Na+]. (6) Given the product [CH3:22][O:23][CH2:24][O:1][C:2]1[CH:15]=[CH:14][CH:13]=[CH:12][C:3]=1[C:4]([C:6]1[CH:11]=[CH:10][CH:9]=[CH:8][CH:7]=1)=[O:5], predict the reactants needed to synthesize it. The reactants are: [OH:1][C:2]1[CH:15]=[CH:14][CH:13]=[CH:12][C:3]=1[C:4]([C:6]1[CH:11]=[CH:10][CH:9]=[CH:8][CH:7]=1)=[O:5].C([O-])([O-])=O.[K+].[K+].[CH2:22](Cl)[O:23][CH3:24]. (7) Given the product [Cl-:10].[F:1][C:2]([F:8])([F:7])[CH2:3][CH:4]([OH:5])[CH2:6][NH3+:9], predict the reactants needed to synthesize it. The reactants are: [F:1][C:2]([F:8])([F:7])[CH2:3][CH:4]1[CH2:6][O:5]1.[NH3:9].[ClH:10].